From a dataset of NCI-60 drug combinations with 297,098 pairs across 59 cell lines. Regression. Given two drug SMILES strings and cell line genomic features, predict the synergy score measuring deviation from expected non-interaction effect. (1) Drug 1: CC1=C2C(C(=O)C3(C(CC4C(C3C(C(C2(C)C)(CC1OC(=O)C(C(C5=CC=CC=C5)NC(=O)OC(C)(C)C)O)O)OC(=O)C6=CC=CC=C6)(CO4)OC(=O)C)O)C)O. Drug 2: CNC(=O)C1=NC=CC(=C1)OC2=CC=C(C=C2)NC(=O)NC3=CC(=C(C=C3)Cl)C(F)(F)F. Cell line: OVCAR-5. Synergy scores: CSS=6.45, Synergy_ZIP=7.82, Synergy_Bliss=14.9, Synergy_Loewe=14.0, Synergy_HSA=12.0. (2) Drug 1: CN1CCC(CC1)COC2=C(C=C3C(=C2)N=CN=C3NC4=C(C=C(C=C4)Br)F)OC. Drug 2: CCCCC(=O)OCC(=O)C1(CC(C2=C(C1)C(=C3C(=C2O)C(=O)C4=C(C3=O)C=CC=C4OC)O)OC5CC(C(C(O5)C)O)NC(=O)C(F)(F)F)O. Cell line: SN12C. Synergy scores: CSS=17.8, Synergy_ZIP=-5.33, Synergy_Bliss=0.223, Synergy_Loewe=1.72, Synergy_HSA=2.00. (3) Drug 1: CC1=C2C(C(=O)C3(C(CC4C(C3C(C(C2(C)C)(CC1OC(=O)C(C(C5=CC=CC=C5)NC(=O)OC(C)(C)C)O)O)OC(=O)C6=CC=CC=C6)(CO4)OC(=O)C)OC)C)OC. Drug 2: C1=CC(=C2C(=C1NCCNCCO)C(=O)C3=C(C=CC(=C3C2=O)O)O)NCCNCCO. Cell line: SR. Synergy scores: CSS=98.2, Synergy_ZIP=7.66, Synergy_Bliss=7.32, Synergy_Loewe=6.65, Synergy_HSA=9.26.